This data is from Full USPTO retrosynthesis dataset with 1.9M reactions from patents (1976-2016). The task is: Predict the reactants needed to synthesize the given product. (1) Given the product [CH:10]([C:6]1[CH:5]=[C:4]([S:12]([NH2:15])(=[O:14])=[O:13])[CH:3]=[C:2]([C:16]2[CH:21]=[CH:20][CH:19]=[CH:18][CH:17]=2)[C:7]=1[O:8][CH3:9])=[O:11], predict the reactants needed to synthesize it. The reactants are: Br[C:2]1[CH:3]=[C:4]([S:12]([NH2:15])(=[O:14])=[O:13])[CH:5]=[C:6]([CH:10]=[O:11])[C:7]=1[O:8][CH3:9].[C:16]1(B(O)O)[CH:21]=[CH:20][CH:19]=[CH:18][CH:17]=1. (2) Given the product [F:27][C:24]1[CH:23]=[CH:22][CH:21]=[C:20]2[C:25]=1[CH:26]=[C:17]([CH:1]=[CH2:2])[C:18]([CH2:28][N:29]1[C:37](=[O:38])[C:36]3[C:31](=[CH:32][CH:33]=[CH:34][CH:35]=3)[C:30]1=[O:39])=[N:19]2, predict the reactants needed to synthesize it. The reactants are: [CH2:1]([Sn](CCCC)(CCCC)C=C)[CH2:2]CC.Br[C:17]1[C:18]([CH2:28][N:29]2[C:37](=[O:38])[C:36]3[C:31](=[CH:32][CH:33]=[CH:34][CH:35]=3)[C:30]2=[O:39])=[N:19][C:20]2[C:25]([CH:26]=1)=[C:24]([F:27])[CH:23]=[CH:22][CH:21]=2. (3) The reactants are: [C:1]([C:3]1([OH:12])[CH2:7][CH2:6][CH:5]([C:8](OC)=[O:9])[CH2:4]1)#[CH:2].[H-].[H-].[H-].[H-].[Li+].[Al+3]. Given the product [C:1]([C:3]1([OH:12])[CH2:7][CH2:6][CH:5]([CH2:8][OH:9])[CH2:4]1)#[CH:2], predict the reactants needed to synthesize it. (4) Given the product [CH3:2][N:3]1[CH2:7][CH2:6][C:5]2([CH2:12][CH2:11][CH2:10][N:9]([S:29]([C:26]3[CH:25]=[CH:24][C:23]([C:22]([F:21])([F:33])[F:34])=[CH:28][CH:27]=3)(=[O:31])=[O:30])[CH2:8]2)[C:4]1=[O:13], predict the reactants needed to synthesize it. The reactants are: Cl.[CH3:2][N:3]1[CH2:7][CH2:6][C:5]2([CH2:12][CH2:11][CH2:10][NH:9][CH2:8]2)[C:4]1=[O:13].C(N(CC)CC)C.[F:21][C:22]([F:34])([F:33])[C:23]1[CH:28]=[CH:27][C:26]([S:29](Cl)(=[O:31])=[O:30])=[CH:25][CH:24]=1. (5) The reactants are: O=C[C@@H:3]([C@H:5]([C@@H:7]([C@@H:9]([CH2:11][OH:12])[OH:10])[OH:8])O)O.C1C=[N+]([C@@H]2[O:23][C@H:22](COP(OP(OC[C@H]3O[C@@H](N4C5N=CN=C(N)C=5N=C4)[C@H](OP(O)(O)=O)[C@@H]3O)(O)=O)(O)=O)[C@@H](O)[C@H]2O)C=C(C(N)=O)C=1.[Cl-].[K+].[C:63](#N)C. Given the product [CH3:22][O:23][C:7]1([O:8][CH3:63])[CH2:5][CH2:3][O:12][CH2:11][C@@H:9]1[OH:10], predict the reactants needed to synthesize it. (6) Given the product [CH2:24]([O:26][C:27]([NH:29][C:30](=[S:31])[NH:1][C:2]1[N:7]=[C:6]([CH2:8][CH:9]([CH:11]2[CH2:16][CH2:15][N:14]([C:17]([O:19][C:20]([CH3:23])([CH3:22])[CH3:21])=[O:18])[CH2:13][CH2:12]2)[OH:10])[CH:5]=[CH:4][CH:3]=1)=[O:28])[CH3:25], predict the reactants needed to synthesize it. The reactants are: [NH2:1][C:2]1[N:7]=[C:6]([CH2:8][CH:9]([CH:11]2[CH2:16][CH2:15][N:14]([C:17]([O:19][C:20]([CH3:23])([CH3:22])[CH3:21])=[O:18])[CH2:13][CH2:12]2)[OH:10])[CH:5]=[CH:4][CH:3]=1.[CH2:24]([O:26][C:27]([N:29]=[C:30]=[S:31])=[O:28])[CH3:25].